Dataset: Forward reaction prediction with 1.9M reactions from USPTO patents (1976-2016). Task: Predict the product of the given reaction. (1) The product is: [OH:34][CH:30]1[CH2:31][CH2:32][CH2:33][N:27]([CH2:2][CH2:3][N:4]2[CH2:5][CH2:6][CH:7]([NH:10][C:11]([C:13]3[NH:14][C:15]4[C:20]([CH:21]=3)=[C:19]([O:22][CH2:23][CH:24]([CH3:25])[CH3:26])[CH:18]=[CH:17][CH:16]=4)=[O:12])[CH2:8][CH2:9]2)[CH2:28][CH2:29]1. Given the reactants O[CH2:2][CH2:3][N:4]1[CH2:9][CH2:8][CH:7]([NH:10][C:11]([C:13]2[NH:14][C:15]3[C:20]([CH:21]=2)=[C:19]([O:22][CH2:23][CH:24]([CH3:26])[CH3:25])[CH:18]=[CH:17][CH:16]=3)=[O:12])[CH2:6][CH2:5]1.[NH:27]1[CH2:33][CH2:32][CH2:31][CH:30]([OH:34])[CH2:29][CH2:28]1, predict the reaction product. (2) Given the reactants [OH2:1].[OH:2][P:3]([OH:6])([OH:5])=[O:4].[N:7]1[CH:12]=[CH:11][CH:10]=[CH:9][C:8]=1[N:13]1[CH2:18][CH2:17][N:16]([CH2:19][C:20]2[NH:24][C:23]3[CH:25]=[CH:26][CH:27]=[CH:28][C:22]=3[N:21]=2)[CH2:15][CH2:14]1, predict the reaction product. The product is: [OH2:2].[OH2:1].[P:3]([OH:6])([OH:5])([OH:4])=[O:2].[P:3]([OH:6])([OH:5])([OH:4])=[O:2].[N:7]1[CH:12]=[CH:11][CH:10]=[CH:9][C:8]=1[N:13]1[CH2:14][CH2:15][N:16]([CH2:19][C:20]2[NH:21][C:22]3[CH:28]=[CH:27][CH:26]=[CH:25][C:23]=3[N:24]=2)[CH2:17][CH2:18]1.[P:3]([OH:6])([OH:5])([OH:4])=[O:2].[P:3]([OH:6])([OH:5])([OH:4])=[O:2].[OH2:2]. (3) Given the reactants [CH:1]1([C@H:4]2[C@H:13]([CH3:14])[C@@H:12]([NH:15][C:16](=[O:25])[O:17][CH2:18][C:19]3[CH:24]=[CH:23][CH:22]=[CH:21][CH:20]=3)[C:11]3[C:6](=[CH:7][CH:8]=[C:9]([O:26][CH3:27])[N:10]=3)[NH:5]2)[CH2:3][CH2:2]1.N1C=CC=CC=1.[C:34](Cl)(=[O:36])[CH3:35], predict the reaction product. The product is: [C:34]([N:5]1[C:6]2[C:11](=[N:10][C:9]([O:26][CH3:27])=[CH:8][CH:7]=2)[C@H:12]([NH:15][C:16](=[O:25])[O:17][CH2:18][C:19]2[CH:20]=[CH:21][CH:22]=[CH:23][CH:24]=2)[C@@H:13]([CH3:14])[C@@H:4]1[CH:1]1[CH2:3][CH2:2]1)(=[O:36])[CH3:35]. (4) The product is: [Cl:1][C:2]1[CH:26]=[CH:25][C:5]([CH2:6][N:7]2[C:15]3[C:10](=[CH:11][C:12]([CH:16]=[C:17]4[S:21][C:20]([N:37]5[CH2:38][CH2:39][N:34]([CH:31]6[CH2:33][CH2:32]6)[CH2:35][CH2:36]5)=[N:19][C:18]4=[O:24])=[CH:13][CH:14]=3)[CH:9]=[N:8]2)=[C:4]([C:27]([F:29])([F:30])[F:28])[CH:3]=1. Given the reactants [Cl:1][C:2]1[CH:26]=[CH:25][C:5]([CH2:6][N:7]2[C:15]3[C:10](=[CH:11][C:12]([CH:16]=[C:17]4[S:21][C:20](SC)=[N:19][C:18]4=[O:24])=[CH:13][CH:14]=3)[CH:9]=[N:8]2)=[C:4]([C:27]([F:30])([F:29])[F:28])[CH:3]=1.[CH:31]1([N:34]2[CH2:39][CH2:38][NH:37][CH2:36][CH2:35]2)[CH2:33][CH2:32]1, predict the reaction product. (5) Given the reactants [N+:1]([C:4]1[C:5]([NH:13][CH:14]2[CH2:19][CH2:18][N:17]([C:20]([O:22][C:23]([CH3:26])([CH3:25])[CH3:24])=[O:21])[CH2:16][CH2:15]2)=[C:6]2[S:12][CH:11]=[CH:10][C:7]2=[N:8][CH:9]=1)([O-])=O, predict the reaction product. The product is: [NH2:1][C:4]1[C:5]([NH:13][CH:14]2[CH2:19][CH2:18][N:17]([C:20]([O:22][C:23]([CH3:26])([CH3:25])[CH3:24])=[O:21])[CH2:16][CH2:15]2)=[C:6]2[S:12][CH:11]=[CH:10][C:7]2=[N:8][CH:9]=1. (6) Given the reactants [CH2:1]1[C:6]2[CH:7]=[CH:8][C:9]([OH:11])=[CH:10][C:5]=2[CH2:4][NH:3][C@@H:2]1[C:12]([OH:14])=[O:13].C([O-])(O)=O.[Na+].[CH3:20][C:21]([O:24][C:25](O[C:25]([O:24][C:21]([CH3:23])([CH3:22])[CH3:20])=[O:26])=[O:26])([CH3:23])[CH3:22], predict the reaction product. The product is: [C:21]([O:24][C:25]([N:3]1[C@H:2]([C:12]([OH:14])=[O:13])[CH2:1][C:6]2[C:5](=[CH:10][C:9]([OH:11])=[CH:8][CH:7]=2)[CH2:4]1)=[O:26])([CH3:23])([CH3:22])[CH3:20]. (7) Given the reactants [F:1][C:2]([F:12])([F:11])[C:3]1[CH:10]=[CH:9][C:6]([CH2:7][NH2:8])=[CH:5][CH:4]=1.[OH:13][C:14]1[CH:29]=[CH:28][C:17]([O:18][C:19]2[CH:27]=[CH:26][C:22]([C:23]([OH:25])=O)=[CH:21][CH:20]=2)=[CH:16][CH:15]=1.Br[C:31]([CH3:38])([CH3:37])[C:32]([O:34]CC)=[O:33], predict the reaction product. The product is: [CH3:37][C:31]([O:13][C:14]1[CH:15]=[CH:16][C:17]([O:18][C:19]2[CH:20]=[CH:21][C:22]([C:23](=[O:25])[NH:8][CH2:7][C:6]3[CH:9]=[CH:10][C:3]([C:2]([F:11])([F:12])[F:1])=[CH:4][CH:5]=3)=[CH:26][CH:27]=2)=[CH:28][CH:29]=1)([CH3:38])[C:32]([OH:34])=[O:33].